Task: Regression. Given a peptide amino acid sequence and an MHC pseudo amino acid sequence, predict their binding affinity value. This is MHC class I binding data.. Dataset: Peptide-MHC class I binding affinity with 185,985 pairs from IEDB/IMGT (1) The binding affinity (normalized) is 0.656. The MHC is HLA-A01:01 with pseudo-sequence HLA-A01:01. The peptide sequence is HLAAQGMAY. (2) The peptide sequence is KAYAQMWSL. The binding affinity (normalized) is 0.694. The MHC is HLA-A02:06 with pseudo-sequence HLA-A02:06.